The task is: Predict the reactants needed to synthesize the given product.. This data is from Full USPTO retrosynthesis dataset with 1.9M reactions from patents (1976-2016). (1) Given the product [C:23]1([CH:29]([C:32]2[CH:33]=[CH:34][CH:35]=[CH:36][CH:37]=2)[CH2:30][N:20]2[CH2:21][CH2:22][CH:18]([NH:17][C:15]([NH:14][C:12]3[C:11]4[C:6](=[CH:7][CH:8]=[CH:9][CH:10]=4)[N:5]=[C:4]([CH3:3])[CH:13]=3)=[O:16])[CH2:19]2)[CH:28]=[CH:27][CH:26]=[CH:25][CH:24]=1, predict the reactants needed to synthesize it. The reactants are: Cl.Cl.[CH3:3][C:4]1[CH:13]=[C:12]([NH:14][C:15]([NH:17][CH:18]2[CH2:22][CH2:21][NH:20][CH2:19]2)=[O:16])[C:11]2[C:6](=[CH:7][CH:8]=[CH:9][CH:10]=2)[N:5]=1.[C:23]1([CH:29]([C:32]2[CH:37]=[CH:36][CH:35]=[CH:34][CH:33]=2)[CH:30]=O)[CH:28]=[CH:27][CH:26]=[CH:25][CH:24]=1. (2) Given the product [Br:29][C:30]1[C:31]([C:40]([F:41])([F:42])[F:43])=[CH:32][C:33]([N+:37]([O-:39])=[O:38])=[C:34]([NH:19][CH:16]2[CH2:15][CH2:14][N:13]([C@H:10]3[CH2:9][CH2:8][C@@H:7]([O:6][CH2:3][CH2:4][CH3:5])[CH2:12][CH2:11]3)[CH2:18][CH2:17]2)[CH:35]=1, predict the reactants needed to synthesize it. The reactants are: Cl.Cl.[CH2:3]([O:6][C@H:7]1[CH2:12][CH2:11][C@H:10]([N:13]2[CH2:18][CH2:17][CH:16]([NH2:19])[CH2:15][CH2:14]2)[CH2:9][CH2:8]1)[CH2:4][CH3:5].C(N(C(C)C)CC)(C)C.[Br:29][C:30]1[CH:35]=[C:34](F)[C:33]([N+:37]([O-:39])=[O:38])=[CH:32][C:31]=1[C:40]([F:43])([F:42])[F:41].